Dataset: Peptide-MHC class I binding affinity with 185,985 pairs from IEDB/IMGT. Task: Regression. Given a peptide amino acid sequence and an MHC pseudo amino acid sequence, predict their binding affinity value. This is MHC class I binding data. (1) The peptide sequence is DLLFNEKLKV. The MHC is HLA-A02:02 with pseudo-sequence HLA-A02:02. The binding affinity (normalized) is 0.457. (2) The peptide sequence is YIFFASFYY. The MHC is HLA-A02:01 with pseudo-sequence HLA-A02:01. The binding affinity (normalized) is 0.247.